This data is from Forward reaction prediction with 1.9M reactions from USPTO patents (1976-2016). The task is: Predict the product of the given reaction. (1) The product is: [NH2:8][C:9]1[C:10]([C:19]([NH:7][C:2]2[CH:3]=[CH:4][CH:5]=[CH:6][N:1]=2)=[O:20])=[N:11][CH:12]=[C:13]([NH:15][CH:16]([CH3:18])[CH3:17])[N:14]=1. Given the reactants [N:1]1[CH:6]=[CH:5][CH:4]=[CH:3][C:2]=1[NH2:7].[NH2:8][C:9]1[C:10]([C:19](O)=[O:20])=[N:11][CH:12]=[C:13]([NH:15][CH:16]([CH3:18])[CH3:17])[N:14]=1, predict the reaction product. (2) Given the reactants [Cl:1][C:2]1[CH:7]=[C:6]([Cl:8])[CH:5]=[CH:4][C:3]=1[C:9]1[C:29](=[O:30])[N:28]([CH3:31])[C:12]2[N:13]([CH3:27])[C:14]3[C:19]([C:11]=2[CH:10]=1)=[CH:18][C:17]([C:20]1[S:21][CH:22]=[C:23]([CH2:25][OH:26])[N:24]=1)=[CH:16][CH:15]=3.I[CH2:33][CH3:34], predict the reaction product. The product is: [Cl:1][C:2]1[CH:7]=[C:6]([Cl:8])[CH:5]=[CH:4][C:3]=1[C:9]1[C:29](=[O:30])[N:28]([CH3:31])[C:12]2[N:13]([CH3:27])[C:14]3[C:19]([C:11]=2[CH:10]=1)=[CH:18][C:17]([C:20]1[S:21][CH:22]=[C:23]([CH2:25][O:26][CH2:33][CH3:34])[N:24]=1)=[CH:16][CH:15]=3. (3) The product is: [NH:1]([C:8]1[CH:9]=[C:10]([CH:11]=[CH:12][CH:13]=1)[O:14][CH2:12][CH2:13][CH2:8][CH:9]([CH3:10])[O:15][C:16]1[CH:25]=[CH:24][CH:23]=[C:18]2[C:17]=1[N:26]=[C:2]([NH2:1])[CH:3]=[CH:19]2)[C:2]1[CH:3]=[CH:4][CH:5]=[CH:6][CH:7]=1. Given the reactants [NH:1]([C:8]1[CH:9]=[C:10]([OH:14])[CH:11]=[CH:12][CH:13]=1)[C:2]1[CH:7]=[CH:6][CH:5]=[CH:4][CH:3]=1.[OH:15][C:16]1[CH:17]=[C:18]([CH:23]=[CH:24][CH:25]=1)[C:19](OC)=O.[NH3:26], predict the reaction product. (4) Given the reactants Cl[C:2]1([C:19]2[CH:24]=[CH:23][CH:22]=[CH:21][CH:20]=2)[C:10]2[C:5](=[CH:6][CH:7]=[C:8]([C:11]3[C:12]([CH3:17])=[N:13][O:14][C:15]=3[CH3:16])[CH:9]=2)[NH:4][C:3]1=[O:18].N1C=CC=CC=1.[CH2:31]([OH:34])[CH2:32][OH:33], predict the reaction product. The product is: [CH3:17][C:12]1[C:11]([C:8]2[CH:9]=[C:10]3[C:5](=[CH:6][CH:7]=2)[NH:4][C:3](=[O:18])[C:2]3([O:33][CH2:32][CH2:31][OH:34])[C:19]2[CH:24]=[CH:23][CH:22]=[CH:21][CH:20]=2)=[C:15]([CH3:16])[O:14][N:13]=1. (5) Given the reactants [CH3:1][C:2]1[C:6]([S:7]([NH2:10])(=[O:9])=[O:8])=[C:5]([CH3:11])[O:4][N:3]=1.[F:12][C:13]1[CH:41]=[C:40]([F:42])[CH:39]=[CH:38][C:14]=1[CH2:15][O:16][C:17]1[CH:22]=[CH:21][CH:20]=[CH:19][C:18]=1[C:23]1[N:24]([C:29]2[CH:30]=[C:31]([CH:35]=[CH:36][CH:37]=2)[C:32](O)=[O:33])[C:25]([CH3:28])=[CH:26][CH:27]=1.C(C1NC=CN=1)(C1NC=CN=1)=O.C(N(C(C)C)CC)(C)C, predict the reaction product. The product is: [F:12][C:13]1[CH:41]=[C:40]([F:42])[CH:39]=[CH:38][C:14]=1[CH2:15][O:16][C:17]1[CH:22]=[CH:21][CH:20]=[CH:19][C:18]=1[C:23]1[N:24]([C:29]2[CH:30]=[C:31]([CH:35]=[CH:36][CH:37]=2)[C:32]([NH:10][S:7]([C:6]2[C:2]([CH3:1])=[N:3][O:4][C:5]=2[CH3:11])(=[O:9])=[O:8])=[O:33])[C:25]([CH3:28])=[CH:26][CH:27]=1.